Task: Regression. Given a peptide amino acid sequence and an MHC pseudo amino acid sequence, predict their binding affinity value. This is MHC class I binding data.. Dataset: Peptide-MHC class I binding affinity with 185,985 pairs from IEDB/IMGT (1) The peptide sequence is VYALPLKML. The MHC is HLA-A24:02 with pseudo-sequence HLA-A24:02. The binding affinity (normalized) is 0.175. (2) The peptide sequence is VLLEARQAY. The MHC is HLA-B08:01 with pseudo-sequence HLA-B08:01. The binding affinity (normalized) is 0.0847. (3) The peptide sequence is LPGTVLRAI. The MHC is HLA-B51:01 with pseudo-sequence HLA-B51:01. The binding affinity (normalized) is 0.240. (4) The peptide sequence is YTLNDAPYI. The MHC is HLA-A02:06 with pseudo-sequence HLA-A02:06. The binding affinity (normalized) is 1.00.